Task: Predict the reactants needed to synthesize the given product.. Dataset: Full USPTO retrosynthesis dataset with 1.9M reactions from patents (1976-2016) Given the product [Cl:49][C:47]1[CH:46]=[CH:45][C:42]2[S:43][CH:44]=[C:40]([CH2:39][C:38]3[C:37]([OH:36])=[C:20]([C:19]([OH:32])=[O:3])[C:21]4[C:26](=[C:25]5[CH2:27][CH2:28][CH2:29][CH2:30][C:24]5=[CH:23][CH:22]=4)[N:18]=3)[C:41]=2[CH:48]=1, predict the reactants needed to synthesize it. The reactants are: C(N1C2C(=CC=C3C=2NC(=O)C3=O)CC1)(=[O:3])C.[NH:18]1[C:26]2[C:21](=[CH:22][CH:23]=[C:24]3[CH2:30][CH2:29][CH2:28][CH2:27][C:25]3=2)[C:20](=O)[C:19]1=[O:32].C([O:36][CH2:37][C:38](=O)[CH2:39][C:40]1[C:41]2[CH:48]=[C:47]([Cl:49])[CH:46]=[CH:45][C:42]=2[S:43][CH:44]=1)(=O)C.C([NH+](CC)CC)C.